From a dataset of Reaction yield outcomes from USPTO patents with 853,638 reactions. Predict the reaction yield, written as a fraction of the theoretical maximum amount of product (1.0 means a 100% yield; for example, 0.34 means a 34% yield). The product is [CH3:19][CH:20]1[CH2:25][CH:24]([O:1][C:2]2[CH:7]=[CH:6][N:5]([C:8]3[CH:9]=[CH:10][C:11]([S:14]([CH3:17])(=[O:16])=[O:15])=[CH:12][CH:13]=3)[C:4](=[O:18])[CH:3]=2)[CH2:23][CH2:22][N:21]1[C:31]([O:33][C:34]([CH3:35])([CH3:37])[CH3:36])=[O:32]. The catalyst is CN(C=O)C.CCOC(C)=O.O. The yield is 0.104. The reactants are [OH:1][C:2]1[CH:7]=[CH:6][N:5]([C:8]2[CH:13]=[CH:12][C:11]([S:14]([CH3:17])(=[O:16])=[O:15])=[CH:10][CH:9]=2)[C:4](=[O:18])[CH:3]=1.[CH3:19][C@H:20]1[CH2:25][C@@H:24](OS(C)(=O)=O)[CH2:23][CH2:22][N:21]1[C:31]([O:33][C:34]([CH3:37])([CH3:36])[CH3:35])=[O:32].C(=O)([O-])[O-].[K+].[K+].